From a dataset of TCR-epitope binding with 47,182 pairs between 192 epitopes and 23,139 TCRs. Binary Classification. Given a T-cell receptor sequence (or CDR3 region) and an epitope sequence, predict whether binding occurs between them. (1) The epitope is EIYKRWII. The TCR CDR3 sequence is CASSQDETDPNEQYF. Result: 0 (the TCR does not bind to the epitope). (2) The epitope is KRWIILGLNK. The TCR CDR3 sequence is CASRPGQGSHEQYF. Result: 1 (the TCR binds to the epitope). (3) The epitope is GLCTLVAML. Result: 1 (the TCR binds to the epitope). The TCR CDR3 sequence is CSVGQGGTNEKLFF. (4) The epitope is LPAADLDDF. The TCR CDR3 sequence is CASSDTGGNQPQHF. Result: 0 (the TCR does not bind to the epitope). (5) The epitope is TTLPVNVAF. The TCR CDR3 sequence is CASGQTYEQYF. Result: 0 (the TCR does not bind to the epitope).